This data is from Reaction yield outcomes from USPTO patents with 853,638 reactions. The task is: Predict the reaction yield, written as a fraction of the theoretical maximum amount of product (1.0 means a 100% yield; for example, 0.34 means a 34% yield). (1) The reactants are [CH2:1]([C@@:4]1([C:20]2[CH:25]=[CH:24][CH:23]=[CH:22][CH:21]=2)[O:9][C:8](=[O:10])[N:7]([C@H:11]([C:13]2[CH:18]=[CH:17][C:16](Br)=[CH:15][CH:14]=2)[CH3:12])[CH2:6][CH2:5]1)[CH:2]=[CH2:3].[NH2:26][C:27]1[N:32]=[CH:31][C:30](B(O)O)=[CH:29][CH:28]=1.C([O-])([O-])=O.[Cs+].[Cs+]. The catalyst is O1CCOCC1.Cl[Pd](Cl)([P](C1C=CC=CC=1)(C1C=CC=CC=1)C1C=CC=CC=1)[P](C1C=CC=CC=1)(C1C=CC=CC=1)C1C=CC=CC=1. The product is [CH2:1]([C@@:4]1([C:20]2[CH:25]=[CH:24][CH:23]=[CH:22][CH:21]=2)[O:9][C:8](=[O:10])[N:7]([C@H:11]([C:13]2[CH:18]=[CH:17][C:16]([C:30]3[CH:31]=[N:32][C:27]([NH2:26])=[CH:28][CH:29]=3)=[CH:15][CH:14]=2)[CH3:12])[CH2:6][CH2:5]1)[CH:2]=[CH2:3]. The yield is 0.600. (2) The reactants are [C:1]([CH2:3][CH2:4][C@@H:5]([NH:14]C(=O)OC(C)(C)C)[C:6]1[CH:11]=[CH:10][C:9]([Cl:12])=[C:8]([Cl:13])[CH:7]=1)#[N:2].Cl. The catalyst is C(Cl)Cl.O1CCOCC1.CCOCC. The product is [ClH:12].[NH2:14][C@@H:5]([C:6]1[CH:11]=[CH:10][C:9]([Cl:12])=[C:8]([Cl:13])[CH:7]=1)[CH2:4][CH2:3][C:1]#[N:2]. The yield is 0.520. (3) The yield is 0.493. The catalyst is C(O)=O. The reactants are [NH2:1][C:2]1[CH:3]=[C:4]2[C:9](=[CH:10][C:11]=1[NH:12][CH2:13][CH2:14][N:15]1[CH2:20][CH2:19][O:18][CH2:17][CH2:16]1)[N:8](COCC[Si](C)(C)C)[CH:7]=[C:6]([C:29]#[N:30])[C:5]2=[O:31].N1C=CN=[CH:33]1. The product is [N:15]1([CH2:14][CH2:13][N:12]2[C:11]3[C:2](=[CH:3][C:4]4[C:5](=[O:31])[C:6]([C:29]#[N:30])=[CH:7][NH:8][C:9]=4[CH:10]=3)[N:1]=[CH:33]2)[CH2:16][CH2:17][O:18][CH2:19][CH2:20]1. (4) The reactants are [F:1][C:2]([F:10])([F:9])[CH2:3][CH2:4][CH2:5][C:6]([OH:8])=O.Cl.[CH3:12][NH:13][C@@H:14]([CH2:19][CH2:20][CH:21]=[CH2:22])[C:15]([O:17][CH3:18])=[O:16]. No catalyst specified. The product is [F:9][C:2]([F:1])([F:10])[CH2:3][CH2:4][CH2:5][C:6]([N:13]([C@@H:14]([CH2:19][CH2:20][CH:21]=[CH2:22])[C:15]([O:17][CH3:18])=[O:16])[CH3:12])=[O:8]. The yield is 0.650.